Dataset: Full USPTO retrosynthesis dataset with 1.9M reactions from patents (1976-2016). Task: Predict the reactants needed to synthesize the given product. (1) Given the product [Cl:36][C:32]1[C:33]([Cl:35])=[CH:34][C:29]2[O:28][CH2:27][C:26](=[O:37])[N:25]([CH2:24][C:23]([N:22]([CH:14]([C:11]3[CH:12]=[CH:13][C:8]([C:5]4[CH:4]=[CH:3][C:2]([NH:1][C:41]([NH:40][CH2:43][CH3:44])=[O:42])=[CH:7][CH:6]=4)=[CH:9][CH:10]=3)[CH2:15][N:16]3[CH2:17][CH2:18][O:19][CH2:20][CH2:21]3)[CH3:39])=[O:38])[C:30]=2[CH:31]=1, predict the reactants needed to synthesize it. The reactants are: [NH2:1][C:2]1[CH:7]=[CH:6][C:5]([C:8]2[CH:13]=[CH:12][C:11]([CH:14]([N:22]([CH3:39])[C:23](=[O:38])[CH2:24][N:25]3[C:30]4[CH:31]=[C:32]([Cl:36])[C:33]([Cl:35])=[CH:34][C:29]=4[O:28][CH2:27][C:26]3=[O:37])[CH2:15][N:16]3[CH2:21][CH2:20][O:19][CH2:18][CH2:17]3)=[CH:10][CH:9]=2)=[CH:4][CH:3]=1.[N:40]([CH2:43][CH3:44])=[C:41]=[O:42].C(N(CC)CC)C. (2) Given the product [F:1][C:2]1[CH:3]=[C:4]([C:9]2[C:10](=[O:24])[N:11]([CH3:23])[C:12]([NH:15][C:16]3[CH:21]=[CH:20][C:19]([F:22])=[CH:18][CH:17]=3)=[N:13][CH:14]=2)[CH:5]=[CH:6][C:7]=1[O:8][C:40]1[CH:39]=[CH:38][N:37]=[C:36]2[N:32]([CH2:31][C:30]3[CH:29]=[CH:28][C:27]([O:26][CH3:25])=[CH:44][CH:43]=3)[N:33]=[C:34]([CH3:42])[C:35]=12, predict the reactants needed to synthesize it. The reactants are: [F:1][C:2]1[CH:3]=[C:4]([C:9]2[C:10](=[O:24])[N:11]([CH3:23])[C:12]([NH:15][C:16]3[CH:21]=[CH:20][C:19]([F:22])=[CH:18][CH:17]=3)=[N:13][CH:14]=2)[CH:5]=[CH:6][C:7]=1[OH:8].[CH3:25][O:26][C:27]1[CH:44]=[CH:43][C:30]([CH2:31][N:32]2[C:36]3=[N:37][CH:38]=[CH:39][C:40](Cl)=[C:35]3[C:34]([CH3:42])=[N:33]2)=[CH:29][CH:28]=1.CC([O-])(C)C.[K+].C(=O)([O-])[O-].[K+].[K+]. (3) Given the product [NH2:34][C:35]1[S:39][C:38]([C:40]2[C:41]([F:47])=[CH:42][CH:43]=[CH:44][C:45]=2[F:46])=[N:37][C:36]=1[C:48]([NH:50][C:51]1[C:52]([O:57][CH2:58][CH:59]([OH:60])[CH2:63][OH:62])=[N:53][CH:54]=[N:55][CH:56]=1)=[O:49], predict the reactants needed to synthesize it. The reactants are: NC1SC(C2C(F)=CC=CC=2F)=NC=1C(NC1C(OCCC2COC(C)(C)O2)=NC=NC=1)=O.[NH2:34][C:35]1[S:39][C:38]([C:40]2[C:45]([F:46])=[CH:44][CH:43]=[CH:42][C:41]=2[F:47])=[N:37][C:36]=1[C:48]([NH:50][C:51]1[C:52]([O:57][CH2:58][CH:59]2[CH2:63][O:62]C(C)(C)[O:60]2)=[N:53][CH:54]=[N:55][CH:56]=1)=[O:49]. (4) Given the product [CH3:3][O:4][C:5]1[CH:6]=[C:7]2[C:12](=[CH:13][CH:14]=1)[CH:11]=[C:10]([C:15]1[C:23]3[C:18](=[CH:19][CH:20]=[C:21]([C:24]([OH:32])=[O:1])[CH:22]=3)[N:17]([CH:26]3[CH2:31][CH2:30][CH2:29][CH2:28][O:27]3)[N:16]=1)[CH:9]=[CH:8]2, predict the reactants needed to synthesize it. The reactants are: [OH-:1].[K+].[CH3:3][O:4][C:5]1[CH:6]=[C:7]2[C:12](=[CH:13][CH:14]=1)[CH:11]=[C:10]([C:15]1[C:23]3[C:18](=[CH:19][CH:20]=[C:21]([C:24]#N)[CH:22]=3)[N:17]([CH:26]3[CH2:31][CH2:30][CH2:29][CH2:28][O:27]3)[N:16]=1)[CH:9]=[CH:8]2.[OH2:32]. (5) Given the product [F:1][C:2]1[CH:46]=[N:45][C:5]2[N:6]([C:31]3[CH:32]=[C:33]([C:37]4[CH:42]=[CH:41][C:40]([CH2:43][N:47]5[CH2:52][CH2:51][NH:50][CH2:49][CH2:48]5)=[CH:39][CH:38]=4)[CH:34]=[CH:35][CH:36]=3)[C:7](=[O:30])[N:8]([C@@H:11]3[CH2:12][CH2:13][C@H:14]([NH:17][C:18]([C:20]4[N:21]=[C:22]5[CH:27]=[CH:26][CH:25]=[C:24]([CH3:28])[N:23]5[CH:29]=4)=[O:19])[CH2:15][CH2:16]3)[C:9](=[O:10])[C:4]=2[CH:3]=1, predict the reactants needed to synthesize it. The reactants are: [F:1][C:2]1[CH:46]=[N:45][C:5]2[N:6]([C:31]3[CH:32]=[C:33]([C:37]4[CH:42]=[CH:41][C:40]([CH:43]=O)=[CH:39][CH:38]=4)[CH:34]=[CH:35][CH:36]=3)[C:7](=[O:30])[N:8]([C@@H:11]3[CH2:16][CH2:15][C@H:14]([NH:17][C:18]([C:20]4[N:21]=[C:22]5[CH:27]=[CH:26][CH:25]=[C:24]([CH3:28])[N:23]5[CH:29]=4)=[O:19])[CH2:13][CH2:12]3)[C:9](=[O:10])[C:4]=2[CH:3]=1.[N:47]1(C(OC(C)(C)C)=O)[CH2:52][CH2:51][NH:50][CH2:49][CH2:48]1. (6) The reactants are: [C:1]([O:5][C:6]([N:8]1[CH2:13][CH2:12][N:11]([CH2:14][CH2:15][CH2:16]Br)[CH2:10][CH2:9]1)=[O:7])([CH3:4])([CH3:3])[CH3:2].[Cl:18][C:19]1[CH:20]=[C:21]([C:30]2[N:35]=[C:34]([C:36]#[N:37])[C:33]3[N:38]=[CH:39][N:40]([CH3:41])[C:32]=3[CH:31]=2)[CH:22]=[C:23]([C:26]([F:29])([F:28])[F:27])[C:24]=1[OH:25].C(=O)([O-])[O-].[K+].[K+].C(OCC)(=O)C. Given the product [C:1]([O:5][C:6]([N:8]1[CH2:13][CH2:12][N:11]([CH2:14][CH2:15][CH2:16][O:25][C:24]2[C:23]([C:26]([F:27])([F:28])[F:29])=[CH:22][C:21]([C:30]3[N:35]=[C:34]([C:36]#[N:37])[C:33]4[N:38]=[CH:39][N:40]([CH3:41])[C:32]=4[CH:31]=3)=[CH:20][C:19]=2[Cl:18])[CH2:10][CH2:9]1)=[O:7])([CH3:4])([CH3:3])[CH3:2], predict the reactants needed to synthesize it. (7) Given the product [CH3:23][CH:21]([C:20]1[CH:19]=[CH:18][CH:17]=[C:16]([CH:24]([CH3:25])[CH3:26])[C:15]=1/[N:14]=[C:47](/[C:46]1[CH:45]=[CH:44][C:49]2[C:50](=[C:51]([NH:30][C:29]3[C:31]([CH3:35])=[CH:32][CH:33]=[CH:34][C:28]=3[CH3:27])[CH:52]=[CH:53][CH:54]=2)[N:55]=1)\[CH3:48])[CH3:22], predict the reactants needed to synthesize it. The reactants are: BrC1C=CC=C2C=1N=C(/C(=[N:14]/[C:15]1[C:20]([CH:21]([CH3:23])[CH3:22])=[CH:19][CH:18]=[CH:17][C:16]=1[CH:24]([CH3:26])[CH3:25])/C)C=C2.[CH3:27][C:28]1[CH:34]=[CH:33][CH:32]=[C:31]([CH3:35])[C:29]=1[NH2:30].C1(P(C2CCCCC2)C2[CH:48]=[CH:47][CH:46]=[CH:45][C:44]=2[C:49]2[CH:54]=[CH:53][CH:52]=[CH:51][C:50]=2[N:55](C)C)CCCCC1.CC(C)([O-])C.[Na+]. (8) Given the product [Cl:20][C:21]1[S:47][C:24]2[NH:25][C:26]([C:28]([NH:30][CH:31]3[CH2:40][C:39]4[C:34](=[CH:35][N:3]=[CH:37][CH:38]=4)[NH:33][C:32]3=[O:46])=[O:29])=[CH:27][C:23]=2[CH:22]=1, predict the reactants needed to synthesize it. The reactants are: CC[N:3](C(C)C)C(C)C.C1C=CC2N(O)N=NC=2C=1.[Cl:20][C:21]1[S:47][C:24]2[NH:25][C:26]([C:28]([NH:30][CH:31]3[CH2:40][C:39]4[C:34](=[CH:35]C=[CH:37][CH:38]=4)[N:33](CC(O)CO)[C:32]3=[O:46])=[O:29])=[CH:27][C:23]=2[CH:22]=1.ClC1SC2NC(C(NC3CC4C(=CC=CC=4)N(CC4ON=C(C)N=4)C3=O)=O)=CC=2C=1.CCN=C=NCCCN(C)C. (9) Given the product [C:47]([NH:1][C@H:2]1[C@@H:7]2[C@@H:5]([C@H:6]2[C:8]([O:10][C:11]([CH3:12])([CH3:13])[CH3:14])=[O:9])[C@:4]([NH:22][C:23]([O:25][C:26]([CH3:27])([CH3:28])[CH3:29])=[O:24])([C:15]([O:17][C:18]([CH3:21])([CH3:19])[CH3:20])=[O:16])[C@@H:3]1[CH2:30][S:31][C:32]1[CH:37]=[CH:36][C:35]([F:38])=[C:34]([CH3:39])[CH:33]=1)(=[O:49])[CH3:48], predict the reactants needed to synthesize it. The reactants are: [NH2:1][C@H:2]1[C@@H:7]2[C@@H:5]([C@H:6]2[C:8]([O:10][C:11]([CH3:14])([CH3:13])[CH3:12])=[O:9])[C@:4]([NH:22][C:23]([O:25][C:26]([CH3:29])([CH3:28])[CH3:27])=[O:24])([C:15]([O:17][C:18]([CH3:21])([CH3:20])[CH3:19])=[O:16])[C@@H:3]1[CH2:30][S:31][C:32]1[CH:37]=[CH:36][C:35]([F:38])=[C:34]([CH3:39])[CH:33]=1.C(N(CC)CC)C.[C:47](Cl)(=[O:49])[CH3:48].